Dataset: Full USPTO retrosynthesis dataset with 1.9M reactions from patents (1976-2016). Task: Predict the reactants needed to synthesize the given product. Given the product [CH3:45][C@:46]12[C@@H:55]3[CH2:56][CH2:57][C@@:58]4([O:63][C@@H:64]5[O:69][C@H:68]([CH2:70][OH:71])[C@@H:67]([OH:72])[C@H:66]([OH:73])[C@H:65]5[O:74][C@@H:75]5[O:80][C@H:79]([CH2:81][OH:82])[C@@H:78]([OH:83])[C@H:77]([OH:84])[C@H:76]5[OH:85])[C:60]([CH2:62][C@@:54]3([CH2:59]4)[CH2:53][CH2:52][C@@H:51]1[C@@:50]([C:87]([O:89][C@@H:90]1[O:95][C@H:94]([CH2:96][OH:97])[C@@H:93]([OH:98])[C@H:92]([OH:99])[C@H:91]1[O:100][C@@H:101]1[O:106][C@H:105]([CH2:107][OH:108])[C@@H:104]([OH:109])[C@H:103]([OH:110])[C@H:102]1[OH:111])=[O:88])([CH3:86])[CH2:49][CH2:48][CH2:47]2)=[CH2:61].[CH3:45][C@:46]12[C@@H:55]3[CH2:56][CH2:57][C@@:58]4([O:63][C@@H:64]5[O:69][C@H:68]([CH2:70][OH:71])[C@@H:67]([OH:72])[C@H:66]([O:73][C@@H:32]6[O:37][C@H:36]([CH2:38][OH:39])[C@@H:35]([OH:40])[C@H:34]([OH:41])[C@H:33]6[OH:42])[C@H:65]5[O:74][C@@H:75]5[O:80][C@H:79]([CH2:81][OH:82])[C@@H:78]([OH:83])[C@H:77]([OH:84])[C@H:76]5[OH:85])[C:60]([CH2:62][C@@:54]3([CH2:59]4)[CH2:53][CH2:52][C@@H:51]1[C@@:50]([C:87]([O:89][C@@H:90]1[O:95][C@H:94]([CH2:96][OH:97])[C@@H:93]([OH:98])[C@H:92]([OH:99])[C@H:91]1[O:100][C@@H:101]1[O:106][C@H:105]([CH2:107][OH:108])[C@@H:104]([OH:109])[C@H:103]([OH:110])[C@H:102]1[OH:111])=[O:88])([CH3:86])[CH2:49][CH2:48][CH2:47]2)=[CH2:61], predict the reactants needed to synthesize it. The reactants are: P([O-])([O-])([O-])=O.[K+].[K+].[K+].C1C(=O)NC(=O)N([C@@H]2O[C@H](COP(OP(O[C@H:32]3[O:37][C@H:36]([CH2:38][OH:39])[C@@H:35]([OH:40])[C@H:34]([OH:41])[C@H:33]3[OH:42])(O)=O)(O)=O)[C@@H](O)[C@H]2O)C=1.[CH3:45][C@:46]12[C@@H:55]3[CH2:56][CH2:57][C@@:58]4([O:63][C@@H:64]5[O:69][C@H:68]([CH2:70][OH:71])[C@@H:67]([OH:72])[C@H:66]([OH:73])[C@H:65]5[O:74][C@@H:75]5[O:80][C@H:79]([CH2:81][OH:82])[C@@H:78]([OH:83])[C@H:77]([OH:84])[C@H:76]5[OH:85])[C:60]([CH2:62][C@@:54]3([CH2:59]4)[CH2:53][CH2:52][C@@H:51]1[C@@:50]([C:87]([O:89][C@@H:90]1[O:95][C@H:94]([CH2:96][OH:97])[C@@H:93]([OH:98])[C@H:92]([OH:99])[C@H:91]1[O:100][C@@H:101]1[O:106][C@H:105]([CH2:107][OH:108])[C@@H:104]([OH:109])[C@H:103]([OH:110])[C@H:102]1[OH:111])=[O:88])([CH3:86])[CH2:49][CH2:48][CH2:47]2)=[CH2:61].